This data is from Catalyst prediction with 721,799 reactions and 888 catalyst types from USPTO. The task is: Predict which catalyst facilitates the given reaction. (1) Reactant: [CH:1]([C:3](CC)=[O:4])=[CH2:2].[CH3:7][O:8][CH:9]=[CH:10][CH:11]=[CH2:12].Cl(O)(=O)(=O)=O.[CH2:18]([C@@H]1N[C@H](C2OC(C)=CC=2)N(C)C1=O)[C:19]1C=CC=CC=1. Product: [CH3:7][O:8][C@H:9]1[CH:19]=[CH:18][CH2:12][CH2:11][C@H:10]1[C:3](=[O:4])[CH2:1][CH3:2]. The catalyst class is: 8. (2) Reactant: Br.[C:2]([CH:4]([NH:14][CH2:15][C:16]([NH2:18])=[NH:17])[C:5]1[CH:10]=[C:9]([Cl:11])[CH:8]=[C:7]([Cl:12])[C:6]=1[Cl:13])#[N:3].O.[OH-].[Li+]. Product: [NH2:3][C:2]1[C:4]([C:5]2[CH:10]=[C:9]([Cl:11])[CH:8]=[C:7]([Cl:12])[C:6]=2[Cl:13])=[N:14][CH:15]=[C:16]([NH2:18])[N:17]=1. The catalyst class is: 5. (3) Reactant: [N:1]1[CH:6]=[CH:5][CH:4]=[C:3]([S:7]([OH:10])(=O)=[O:8])[CH:2]=1.P(Cl)(Cl)(Cl)(Cl)[Cl:12].P(Cl)(Cl)([Cl:19])=O.Cl. Product: [ClH:12].[N:1]1[CH:6]=[CH:5][CH:4]=[C:3]([S:7]([Cl:19])(=[O:10])=[O:8])[CH:2]=1. The catalyst class is: 22.